This data is from Tyrosyl-DNA phosphodiesterase HTS with 341,365 compounds. The task is: Binary Classification. Given a drug SMILES string, predict its activity (active/inactive) in a high-throughput screening assay against a specified biological target. (1) The molecule is s1c2c(CCCC2)c2c1n(c(=O)n(c2=O)c1ccccc1)CC(=O)Nc1c(OC)cc(OC)cc1. The result is 0 (inactive). (2) The result is 1 (active). The compound is Clc1ccc(n2c(/C=C3\C(n4c(S(=O)(=O)C)nsc4=NC3=O)=N)ccc2)cc1. (3) The result is 0 (inactive). The molecule is S(CC(=O)Nc1cc(OC)ccc1)c1oc(nn1)CNC(=O)c1occc1.